From a dataset of Full USPTO retrosynthesis dataset with 1.9M reactions from patents (1976-2016). Predict the reactants needed to synthesize the given product. (1) Given the product [Br:1][C:2]1[CH:8]=[CH:7][C:5]([NH:6][C:21](=[NH:22])[C:20]([C:15]2[CH:16]=[CH:17][CH:18]=[CH:19][C:14]=2[F:13])([CH3:24])[CH3:23])=[CH:4][CH:3]=1, predict the reactants needed to synthesize it. The reactants are: [Br:1][C:2]1[CH:8]=[CH:7][C:5]([NH2:6])=[CH:4][CH:3]=1.C[Al](C)C.[F:13][C:14]1[CH:19]=[CH:18][CH:17]=[CH:16][C:15]=1[C:20]([CH3:24])([CH3:23])[C:21]#[N:22]. (2) Given the product [CH:1]([O:4][C:5]1[CH:10]=[CH:9][C:8]([NH:11][C:12]([N:14]2[CH2:15][CH2:16][N:17]([C:25]3[C:26]([CH:27]=[N:41][O:40][CH3:39])=[C:21]([NH2:20])[N:22]=[CH:23][N:24]=3)[CH2:18][CH2:19]2)=[O:13])=[CH:7][CH:6]=1)([CH3:3])[CH3:2], predict the reactants needed to synthesize it. The reactants are: [CH:1]([O:4][C:5]1[CH:10]=[CH:9][C:8]([NH:11][C:12]([N:14]2[CH2:19][CH2:18][NH:17][CH2:16][CH2:15]2)=[O:13])=[CH:7][CH:6]=1)([CH3:3])[CH3:2].[NH2:20][C:21]1[C:26]([CH:27]=O)=[C:25](Cl)[N:24]=[CH:23][N:22]=1.CCN(C(C)C)C(C)C.[CH3:39][O:40][NH2:41].Cl. (3) Given the product [CH:14]1([C:20]2[NH:1][C:2]3[C:3]([S:13][CH3:24])=[N:4][C:5](=[O:12])[N:6]([CH2:9][CH2:10][CH3:11])[C:7]=3[N:8]=2)[CH2:19][CH2:18][CH2:17][CH2:16][CH2:15]1, predict the reactants needed to synthesize it. The reactants are: [NH2:1][C:2]1[C:3]([SH:13])=[N:4][C:5](=[O:12])[N:6]([CH2:9][CH2:10][CH3:11])[C:7]=1[NH2:8].[CH:14]1([C:20](O)=O)[CH2:19][CH2:18][CH2:17][CH2:16][CH2:15]1.Cl.[CH2:24](N=C=NCCCN(C)C)C.[OH-].[Na+].Cl.CI. (4) Given the product [OH:12][CH2:11][C:10]1[CH:9]=[CH:8][C:7]([CH:2]2[CH2:3][CH2:4][CH2:5][CH2:6][NH:1]2)=[CH:14][CH:13]=1, predict the reactants needed to synthesize it. The reactants are: [N:1]1[CH:6]=[CH:5][CH:4]=[CH:3][C:2]=1[C:7]1[CH:14]=[CH:13][C:10]([CH:11]=[O:12])=[CH:9][CH:8]=1. (5) Given the product [CH3:45][N:44]([CH3:46])[CH2:43][CH2:42][N:40]1[CH:41]=[C:37]([C:34]2[CH:35]=[CH:36][C:31]([F:30])=[C:32]([C:53]([F:55])([F:54])[F:56])[CH:33]=2)[N:38]=[C:39]1[CH:47]1[CH2:48][CH2:49][N:50]([C:2]2[C:3]3[CH2:10][C:9](=[O:11])[N:8]([CH2:12][C:13]4[CH:18]=[CH:17][C:16]([O:19][CH3:20])=[CH:15][CH:14]=4)[C:4]=3[N:5]=[CH:6][N:7]=2)[CH2:51][CH2:52]1, predict the reactants needed to synthesize it. The reactants are: Cl[C:2]1[C:3]2[CH2:10][C:9](=[O:11])[N:8]([CH2:12][C:13]3[CH:18]=[CH:17][C:16]([O:19][CH3:20])=[CH:15][CH:14]=3)[C:4]=2[N:5]=[CH:6][N:7]=1.CN1C(=O)CCC1.Cl.Cl.[F:30][C:31]1[CH:36]=[CH:35][C:34]([C:37]2[N:38]=[C:39]([CH:47]3[CH2:52][CH2:51][NH:50][CH2:49][CH2:48]3)[N:40]([CH2:42][CH2:43][N:44]([CH3:46])[CH3:45])[CH:41]=2)=[CH:33][C:32]=1[C:53]([F:56])([F:55])[F:54].CCN(C(C)C)C(C)C.OP(O)(O)=O. (6) Given the product [CH2:1]([NH:5][C:6]1[C:11]([N+:12]([O-:14])=[O:13])=[CH:10][CH:9]=[C:8]([C:15]2[C:16]([C:20]3[CH:21]=[CH:22][C:23]([F:26])=[CH:24][CH:25]=3)=[N:17][NH:18][C:19]=2[CH:36]([N:33]2[CH2:34][CH2:35][O:30][CH2:31][CH2:32]2)[CH3:37])[N:7]=1)[CH:2]([CH3:4])[CH3:3], predict the reactants needed to synthesize it. The reactants are: [CH2:1]([NH:5][C:6]1[C:11]([N+:12]([O-:14])=[O:13])=[CH:10][CH:9]=[C:8]([C:15]2[C:16]([C:20]3[CH:25]=[CH:24][C:23]([F:26])=[CH:22][CH:21]=3)=[N:17][NH:18][CH:19]=2)[N:7]=1)[CH:2]([CH3:4])[CH3:3].[H-].[Na+].Cl.[O:30]1[CH2:35][CH2:34][N:33]([CH2:36][CH2:37]Cl)[CH2:32][CH2:31]1. (7) The reactants are: [CH3:1][O:2][C:3]([C:5]1[C:13]2[N:12]=[C:11]([C:14](=[O:25])[N:15](C(C)C)[CH:16]3[CH2:21][CH2:20][NH:19][CH2:18][CH2:17]3)[NH:10][C:9]=2[CH:8]=[CH:7][CH:6]=1)=[O:4].C([O-])([O-])=O.[K+].[K+].Br[CH2:33][C:34]([NH:36][C:37]1[CH:42]=[CH:41][C:40]([Cl:43])=[CH:39][N:38]=1)=[O:35].[C:44]1(C)[CH:49]=CC=C[CH:45]=1. Given the product [CH3:1][O:2][C:3]([C:5]1[C:13]2[N:12]=[C:11]([C:14](=[O:25])[NH:15][CH:16]3[CH2:21][CH2:20][N:19]([CH:44]([CH3:49])[CH3:45])[CH2:18][CH2:17]3)[N:10]([CH2:33][C:34](=[O:35])[NH:36][C:37]3[CH:42]=[CH:41][C:40]([Cl:43])=[CH:39][N:38]=3)[C:9]=2[CH:8]=[CH:7][CH:6]=1)=[O:4], predict the reactants needed to synthesize it. (8) Given the product [Br:1][C:2]1[C:11]2[C:6](=[CH:7][CH:8]=[CH:9][CH:10]=2)[CH:5]=[C:4]([S:12]([C:14]2[CH:19]=[CH:18][C:17]([F:20])=[CH:16][CH:15]=2)(=[O:29])=[O:13])[N:3]=1, predict the reactants needed to synthesize it. The reactants are: [Br:1][C:2]1[C:11]2[C:6](=[CH:7][CH:8]=[CH:9][CH:10]=2)[CH:5]=[C:4]([S:12]([C:14]2[CH:19]=[CH:18][C:17]([F:20])=[CH:16][CH:15]=2)=[O:13])[N:3]=1.C1C=C(Cl)C=C(C(OO)=[O:29])C=1.